Predict the product of the given reaction. From a dataset of Forward reaction prediction with 1.9M reactions from USPTO patents (1976-2016). Given the reactants Cl[C:2]1[N:7]=[C:6]([NH2:8])[CH:5]=[CH:4][N:3]=1.[NH2:9][C:10]1[N:11]=[CH:12][C:13]([C:16]2[C:17]([F:24])=[C:18]([OH:23])[C:19]([CH3:22])=[CH:20][CH:21]=2)=[N:14][CH:15]=1, predict the reaction product. The product is: [NH2:9][C:10]1[N:11]=[CH:12][C:13]([C:16]2[C:17]([F:24])=[C:18]([C:19]([CH3:22])=[CH:20][CH:21]=2)[O:23][C:2]2[N:7]=[C:6]([NH2:8])[CH:5]=[CH:4][N:3]=2)=[N:14][CH:15]=1.